This data is from Peptide-MHC class I binding affinity with 185,985 pairs from IEDB/IMGT. The task is: Regression. Given a peptide amino acid sequence and an MHC pseudo amino acid sequence, predict their binding affinity value. This is MHC class I binding data. (1) The peptide sequence is RQFPTAFGF. The MHC is Mamu-B52 with pseudo-sequence Mamu-B52. The binding affinity (normalized) is 0.611. (2) The MHC is HLA-B27:03 with pseudo-sequence HLA-B27:03. The peptide sequence is IISLKYTRK. The binding affinity (normalized) is 0.0847. (3) The peptide sequence is VTSSVSSGY. The MHC is HLA-B18:01 with pseudo-sequence HLA-B18:01. The binding affinity (normalized) is 0.0847. (4) The peptide sequence is FPRIWLHGL. The MHC is HLA-A29:02 with pseudo-sequence HLA-A29:02. The binding affinity (normalized) is 0.00430. (5) The peptide sequence is YVTKKNNNI. The MHC is HLA-A02:01 with pseudo-sequence HLA-A02:01. The binding affinity (normalized) is 0.425. (6) The peptide sequence is RVYVAQKRK. The MHC is HLA-B58:01 with pseudo-sequence HLA-B58:01. The binding affinity (normalized) is 0.0847.